From a dataset of Full USPTO retrosynthesis dataset with 1.9M reactions from patents (1976-2016). Predict the reactants needed to synthesize the given product. Given the product [S:32]1[CH:33]=[CH:34][N:35]=[C:31]1[C:16]1[C:10]2[CH2:9][N:8]([C:6]([O:5][C:1]([CH3:4])([CH3:3])[CH3:2])=[O:7])[CH2:13][CH2:12][C:11]=2[N:14]([CH2:18][O:19][CH2:20][CH2:21][Si:22]([CH3:25])([CH3:24])[CH3:23])[N:15]=1, predict the reactants needed to synthesize it. The reactants are: [C:1]([O:5][C:6]([N:8]1[CH2:13][CH2:12][C:11]2[N:14]([CH2:18][O:19][CH2:20][CH2:21][Si:22]([CH3:25])([CH3:24])[CH3:23])[N:15]=[C:16](Br)[C:10]=2[CH2:9]1)=[O:7])([CH3:4])([CH3:3])[CH3:2].C([Sn](CCCC)(CCCC)[C:31]1[S:32][CH:33]=[CH:34][N:35]=1)CCC.CC(C1C=C(C(C)C)C(C2C=CC=CC=2P(C2CCCCC2)C2CCCCC2)=C(C(C)C)C=1)C.